Dataset: Forward reaction prediction with 1.9M reactions from USPTO patents (1976-2016). Task: Predict the product of the given reaction. (1) Given the reactants [OH:1][C:2]1[CH:3]=[C:4]([N:8]2[CH2:23][CH:11]3[CH2:12][N:13](C(OC(C)(C)C)=O)[CH2:14][CH2:15][N:10]3[C:9]2=[O:24])[CH:5]=[CH:6][CH:7]=1.C(OCC)(=O)C.[ClH:31], predict the reaction product. The product is: [ClH:31].[OH:1][C:2]1[CH:3]=[C:4]([N:8]2[CH2:23][CH:11]3[CH2:12][NH:13][CH2:14][CH2:15][N:10]3[C:9]2=[O:24])[CH:5]=[CH:6][CH:7]=1. (2) Given the reactants [Br:1][C:2]1[CH:11]=[CH:10][C:5]2[C:6]([CH3:9])=[CH:7][S:8][C:4]=2[CH:3]=1.BrN1C(=[O:18])CCC1=O, predict the reaction product. The product is: [Br:1][C:2]1[CH:11]=[CH:10][C:5]2[C:6]([CH:9]=[O:18])=[CH:7][S:8][C:4]=2[CH:3]=1.